From a dataset of Catalyst prediction with 721,799 reactions and 888 catalyst types from USPTO. Predict which catalyst facilitates the given reaction. (1) Reactant: [Si:1]([O:8][CH2:9][C@H:10]([CH3:28])[O:11][C:12]1[CH:13]=[C:14]([CH:24]=[C:25]([OH:27])[CH:26]=1)[C:15]([NH:17][C:18]1[CH:22]=[CH:21][N:20]([CH3:23])[N:19]=1)=[O:16])([C:4]([CH3:7])([CH3:6])[CH3:5])([CH3:3])[CH3:2].[CH2:29]([O:31][C:32]([C:34]1[CH:39]=[CH:38][C:37](B(O)O)=[CH:36][CH:35]=1)=[O:33])[CH3:30].C(N(CC)CC)C. The catalyst class is: 302. Product: [Si:1]([O:8][CH2:9][C@H:10]([CH3:28])[O:11][C:12]1[CH:26]=[C:25]([CH:24]=[C:14]([C:15]([NH:17][C:18]2[CH:22]=[CH:21][N:20]([CH3:23])[N:19]=2)=[O:16])[CH:13]=1)[O:27][C:37]1[CH:38]=[CH:39][C:34]([C:32]([O:31][CH2:29][CH3:30])=[O:33])=[CH:35][CH:36]=1)([C:4]([CH3:7])([CH3:5])[CH3:6])([CH3:3])[CH3:2]. (2) Reactant: C([O:3][C:4]([C:6]1[NH:7][C:8]2[C:13]([C:14]=1[NH2:15])=[CH:12][CH:11]=[CH:10][CH:9]=2)=[O:5])C.C(O)C.[OH-].[K+].[K+].NC1[C:31]2[C:26](=C[CH:28]=[CH:29][CH:30]=2)[NH:25]C=1C([O-])=O. Product: [N:25]1[CH:26]=[CH:31][C:30]([NH:15][C:14]2[C:13]3[C:8](=[CH:9][CH:10]=[CH:11][CH:12]=3)[NH:7][C:6]=2[C:4]([OH:3])=[O:5])=[CH:29][CH:28]=1. The catalyst class is: 192. (3) Reactant: C([N:9]=[C:10]=[S:11])(=O)C1C=CC=CC=1.C(O[C:15]([C:17]1[NH:18][CH:19]=[C:20]([Br:27])[C:21]=1[NH:22][CH2:23][CH:24]([CH3:26])[CH3:25])=[O:16])C. Product: [Br:27][C:20]1[C:21]2[N:22]([CH2:23][CH:24]([CH3:25])[CH3:26])[C:10](=[S:11])[NH:9][C:15](=[O:16])[C:17]=2[NH:18][CH:19]=1. The catalyst class is: 2. (4) Reactant: [H-].[Al+3].[Li+].[H-].[H-].[H-].C(O[C:15]([N:17]1[CH2:21][CH2:20][CH2:19][C@H:18]1[C:22](=O)[NH:23][C:24]1[CH:29]=[CH:28][C:27]([Br:30])=[CH:26][CH:25]=1)=O)C1C=CC=CC=1. Product: [Br:30][C:27]1[CH:28]=[CH:29][C:24]([NH:23][CH2:22][C@@H:18]2[CH2:19][CH2:20][CH2:21][N:17]2[CH3:15])=[CH:25][CH:26]=1. The catalyst class is: 7. (5) Reactant: [CH3:1][C:2]1[CH:3]=[CH:4][C:5]([SH:10])=[C:6]([CH:9]=1)[CH:7]=O.[F:11][C:12]([F:21])([F:20])/[CH:13]=[CH:14]/[C:15]([O:17][CH2:18][CH3:19])=[O:16].C([O-])([O-])=O.[K+].[K+].Cl. Product: [CH3:1][C:2]1[CH:3]=[CH:4][C:5]2[S:10][CH:13]([C:12]([F:11])([F:21])[F:20])[C:14]([C:15]([O:17][CH2:18][CH3:19])=[O:16])=[CH:7][C:6]=2[CH:9]=1. The catalyst class is: 399. (6) Reactant: Br[C:2]1[C:3]([C:16]2[CH:21]=[CH:20][CH:19]=[CH:18][CH:17]=2)=[N:4][C:5]2[C:10]([N:11]=1)=[CH:9][C:8]([C:12]([O:14][CH3:15])=[O:13])=[CH:7][CH:6]=2.[F:22][C:23]([F:30])([F:29])[C@H:24]1[CH2:28][CH2:27][CH2:26][NH:25]1. Product: [C:16]1([C:3]2[C:2]([N:25]3[CH2:26][CH2:27][CH2:28][C@@H:24]3[C:23]([F:30])([F:29])[F:22])=[N:11][C:10]3[C:5](=[CH:6][CH:7]=[C:8]([C:12]([O:14][CH3:15])=[O:13])[CH:9]=3)[N:4]=2)[CH:21]=[CH:20][CH:19]=[CH:18][CH:17]=1. The catalyst class is: 114. (7) Reactant: [C:1](Cl)(=[O:8])[C:2]1[CH:7]=[CH:6][CH:5]=[CH:4][CH:3]=1.[OH:10][CH:11]([CH2:33][O:34][C:35]([C:48]1[CH:53]=[CH:52][CH:51]=[CH:50][CH:49]=1)([C:42]1[CH:47]=[CH:46][CH:45]=[CH:44][CH:43]=1)[C:36]1[CH:41]=[CH:40][CH:39]=[CH:38][CH:37]=1)[CH2:12][NH:13][C:14](=[O:32])[CH2:15][CH2:16][CH2:17][CH2:18][CH2:19][CH2:20][CH2:21]/[CH:22]=[CH:23]\[CH2:24][CH2:25][CH2:26][CH2:27][CH2:28][CH2:29][CH2:30][CH3:31]. Product: [C:1]([O:10][CH:11]([CH2:33][O:34][C:35]([C:48]1[CH:49]=[CH:50][CH:51]=[CH:52][CH:53]=1)([C:42]1[CH:43]=[CH:44][CH:45]=[CH:46][CH:47]=1)[C:36]1[CH:41]=[CH:40][CH:39]=[CH:38][CH:37]=1)[CH2:12][NH:13][C:14](=[O:32])[CH2:15][CH2:16][CH2:17][CH2:18][CH2:19][CH2:20][CH2:21]/[CH:22]=[CH:23]\[CH2:24][CH2:25][CH2:26][CH2:27][CH2:28][CH2:29][CH2:30][CH3:31])(=[O:8])[C:2]1[CH:7]=[CH:6][CH:5]=[CH:4][CH:3]=1. The catalyst class is: 272.